From a dataset of Reaction yield outcomes from USPTO patents with 853,638 reactions. Predict the reaction yield, written as a fraction of the theoretical maximum amount of product (1.0 means a 100% yield; for example, 0.34 means a 34% yield). (1) The reactants are C1N=CN(C(N2C=NC=C2)=O)C=1.[C:13](O)(=[O:16])[C:14]#[CH:15].[C:18]([O:21][CH2:22][CH2:23][C:24]1[CH:29]=[C:28]([F:30])[C:27]([NH:31][C:32]([NH2:43])=[CH:33][C:34]([C:36]2[CH:41]=[CH:40][C:39]([F:42])=[CH:38][CH:37]=2)=[O:35])=[C:26]([F:44])[CH:25]=1)(=[O:20])[CH3:19]. The catalyst is C1COCC1. The product is [C:18]([O:21][CH2:22][CH2:23][C:24]1[CH:25]=[C:26]([F:44])[C:27]([N:31]2[C:32]([NH2:43])=[C:33]([C:34](=[O:35])[C:36]3[CH:37]=[CH:38][C:39]([F:42])=[CH:40][CH:41]=3)[CH:15]=[CH:14][C:13]2=[O:16])=[C:28]([F:30])[CH:29]=1)(=[O:20])[CH3:19]. The yield is 0.480. (2) The reactants are [N-]=[C:2]=[O:3].CC(OI1(OC(C)=O)(OC(C)=O)O[C:15](=O)[C:14]2[CH:13]=[CH:12][CH:11]=[CH:10][C:9]1=2)=O.S([O-])([O-])(=O)=S.[Na+].[Na+].C([O-])(O)=O.[Na+]. The catalyst is C(Cl)Cl.CCOC(C)=O. The product is [C:15]1([C:14]2([CH:2]=[O:3])[CH2:9][CH2:10][CH2:11][CH2:12][CH2:13]2)[CH:11]=[CH:10][CH:9]=[CH:14][CH:13]=1. The yield is 0.900. (3) The reactants are Br[C:2]1[CH:7]=[CH:6][C:5]([S:8]([NH:11][CH2:12][CH:13]2[CH2:15][CH2:14]2)(=[O:10])=[O:9])=[C:4]([C:16]([F:19])([F:18])[F:17])[CH:3]=1.[C:20]([C:22]1[N:26]([CH3:27])[C:25](B(O)O)=[CH:24][CH:23]=1)#[N:21].[F-].[K+]. The catalyst is C1C=CC(/C=C/C(/C=C/C2C=CC=CC=2)=O)=CC=1.C1C=CC(/C=C/C(/C=C/C2C=CC=CC=2)=O)=CC=1.C1C=CC(/C=C/C(/C=C/C2C=CC=CC=2)=O)=CC=1.[Pd].[Pd].C(P(C(C)(C)C)C(C)(C)C)(C)(C)C. The product is [C:20]([C:22]1[N:26]([CH3:27])[C:25]([C:2]2[CH:7]=[CH:6][C:5]([S:8]([NH:11][CH2:12][CH:13]3[CH2:15][CH2:14]3)(=[O:10])=[O:9])=[C:4]([C:16]([F:19])([F:18])[F:17])[CH:3]=2)=[CH:24][CH:23]=1)#[N:21]. The yield is 0.530. (4) The reactants are CN(C(ON1N=NC2C=CC=NC1=2)=[N+](C)C)C.F[P-](F)(F)(F)(F)F.[I:25][C:26]1[NH:30][C:29]([C@@H:31]2[CH2:36][C@@H:35]3[C@@H:33]([CH2:34]3)[NH:32]2)=[N:28][CH:27]=1.[CH3:37][O:38][C:39]([NH:41][C@@H:42]([CH:46]1[CH2:51][CH2:50][O:49][CH2:48][CH2:47]1)[C:43](O)=[O:44])=[O:40].CCN(C(C)C)C(C)C. The catalyst is CN(C=O)C.CO.O.CO.C(Cl)Cl. The product is [I:25][C:26]1[NH:30][C:29]([C@@H:31]2[CH2:36][C@@H:35]3[C@@H:33]([CH2:34]3)[N:32]2[C:43](=[O:44])[C@@H:42]([NH:41][C:39](=[O:40])[O:38][CH3:37])[CH:46]2[CH2:51][CH2:50][O:49][CH2:48][CH2:47]2)=[N:28][CH:27]=1. The yield is 0.421. (5) The reactants are [Al+3].[Cl-].[Cl-].[Cl-].C(O[C:9](=[O:11])[CH3:10])(=O)C.[C:12]1([S:18]([N:21]2[C:29]3[C:24](=[CH:25][CH:26]=[CH:27][CH:28]=3)[CH2:23][CH2:22]2)(=[O:20])=[O:19])[CH:17]=[CH:16][CH:15]=[CH:14][CH:13]=1. The catalyst is C(Cl)Cl. The product is [C:12]1([S:18]([N:21]2[C:29]3[C:24](=[CH:25][C:26]([C:9](=[O:11])[CH3:10])=[CH:27][CH:28]=3)[CH2:23][CH2:22]2)(=[O:20])=[O:19])[CH:13]=[CH:14][CH:15]=[CH:16][CH:17]=1. The yield is 0.790. (6) The reactants are [Br:1][C:2]1[CH:3]=[N:4][NH:5][CH:6]=1.C(N(CC)CC)C.[C:14](Cl)([C:27]1[CH:32]=[CH:31][CH:30]=[CH:29][CH:28]=1)([C:21]1[CH:26]=[CH:25][CH:24]=[CH:23][CH:22]=1)[C:15]1[CH:20]=[CH:19][CH:18]=[CH:17][CH:16]=1.O. The catalyst is CN(C)C=O. The yield is 0.870. The product is [Br:1][C:2]1[CH:3]=[N:4][N:5]([C:14]([C:15]2[CH:20]=[CH:19][CH:18]=[CH:17][CH:16]=2)([C:27]2[CH:28]=[CH:29][CH:30]=[CH:31][CH:32]=2)[C:21]2[CH:22]=[CH:23][CH:24]=[CH:25][CH:26]=2)[CH:6]=1.